This data is from Catalyst prediction with 721,799 reactions and 888 catalyst types from USPTO. The task is: Predict which catalyst facilitates the given reaction. (1) Reactant: [CH3:1][C:2]([CH3:23])([CH3:22])[CH2:3][C:4](=[O:21])[CH2:5][C@@H:6]([CH2:18][CH:19]=[CH2:20])[C:7]([NH:9][C@@H:10]([CH2:16][OH:17])[C:11]([O:13][CH2:14][CH3:15])=[O:12])=O.Cl.C(N(CC)CC)C.[OH-].COC(NS([N+](CC)(CC)CC)(=O)=O)=O. Product: [CH3:1][C:2]([CH3:23])([CH3:22])[CH2:3][C:4](=[O:21])[CH2:5][C@H:6]([C:7]1[O:17][CH2:16][C@@H:10]([C:11]([O:13][CH2:14][CH3:15])=[O:12])[N:9]=1)[CH2:18][CH:19]=[CH2:20]. The catalyst class is: 7. (2) Reactant: Br[C:2]1[CH:3]=[C:4]([O:10][C:11]2[C:12]([F:28])=[C:13]([CH2:18][NH:19][C:20]([C:22]3[NH:26][CH:25]=[N:24][C:23]=3[Cl:27])=[O:21])[CH:14]=[CH:15][C:16]=2[Cl:17])[CH:5]=[C:6]([C:8]#[N:9])[CH:7]=1.[CH:29]#[C:30][CH2:31][CH3:32]. Product: [C:29]([C:2]1[CH:3]=[C:4]([O:10][C:11]2[C:12]([F:28])=[C:13]([CH2:18][NH:19][C:20]([C:22]3[NH:26][CH:25]=[N:24][C:23]=3[Cl:27])=[O:21])[CH:14]=[CH:15][C:16]=2[Cl:17])[CH:5]=[C:6]([C:8]#[N:9])[CH:7]=1)#[C:30][CH2:31][CH3:32]. The catalyst class is: 356. (3) Reactant: [F:1][C:2]1[CH:7]=[C:6]([N+:8]([O-:10])=[O:9])[CH:5]=[CH:4][C:3]=1[CH2:11][CH:12]=O.[NH:14]1[CH2:18][CH2:17][CH2:16][CH2:15]1.C(O[BH-](OC(=O)C)OC(=O)C)(=O)C.[Na+]. Product: [F:1][C:2]1[CH:7]=[C:6]([N+:8]([O-:10])=[O:9])[CH:5]=[CH:4][C:3]=1[CH2:11][CH2:12][N:14]1[CH2:18][CH2:17][CH2:16][CH2:15]1. The catalyst class is: 2. (4) Product: [Cl:1][C:2]1[CH:7]=[CH:6][C:5]([O:8][C:12]2[CH:11]=[CH:10][CH:17]=[CH:16][C:13]=2[CH:14]=[O:15])=[CH:4][CH:3]=1. The catalyst class is: 3. Reactant: [Cl:1][C:2]1[CH:7]=[CH:6][C:5]([OH:8])=[CH:4][CH:3]=1.F[C:10]1[CH:17]=[CH:16][C:13]([CH:14]=[O:15])=[CH:12][CH:11]=1.O. (5) Reactant: C([Li])CCC.[CH3:6][C:7]1[CH:8]=[CH:9][C:10]([NH2:13])=[N:11][CH:12]=1.[Br:14][C:15]1[CH:16]=[N:17][CH:18]=[C:19]([CH:22]=1)[C:20]#[N:21]. Product: [Br:14][C:15]1[CH:16]=[N:17][CH:18]=[C:19]([CH:22]=1)[C:20](=[NH:21])[NH:13][C:10]1[CH:9]=[CH:8][C:7]([CH3:6])=[CH:12][N:11]=1. The catalyst class is: 7. (6) Reactant: [CH3:1][O:2][C:3](=[O:39])[CH:4]=[CH:5][C:6]1[CH:11]=[CH:10][C:9]([N:12]([CH2:25][C:26]2[CH:31]=[CH:30][CH:29]=[C:28]([O:32][CH:33]3[CH2:38][CH2:37][CH2:36][CH2:35][O:34]3)[CH:27]=2)[S:13]([C:16]2[C:21]([CH3:22])=[CH:20][C:19]([CH3:23])=[CH:18][C:17]=2[CH3:24])(=[O:15])=[O:14])=[CH:8][CH:7]=1.C([O-])=O.[NH4+]. Product: [CH3:1][O:2][C:3](=[O:39])[CH2:4][CH2:5][C:6]1[CH:11]=[CH:10][C:9]([N:12]([CH2:25][C:26]2[CH:31]=[CH:30][CH:29]=[C:28]([O:32][CH:33]3[CH2:38][CH2:37][CH2:36][CH2:35][O:34]3)[CH:27]=2)[S:13]([C:16]2[C:17]([CH3:24])=[CH:18][C:19]([CH3:23])=[CH:20][C:21]=2[CH3:22])(=[O:14])=[O:15])=[CH:8][CH:7]=1. The catalyst class is: 19. (7) Reactant: [C:1]([C:3]1[S:4][C:5]2[CH:11]=[C:10]([OH:12])[CH:9]=[CH:8][C:6]=2[N:7]=1)#[N:2].C(=O)([O-])[O-].[K+].[K+].[F:19][C:20]([F:30])([F:29])[C:21]1[CH:28]=[CH:27][C:24]([CH2:25]Br)=[CH:23][CH:22]=1. Product: [F:19][C:20]([F:29])([F:30])[C:21]1[CH:28]=[CH:27][C:24]([CH2:25][O:12][C:10]2[CH:9]=[CH:8][C:6]3[N:7]=[C:3]([C:1]#[N:2])[S:4][C:5]=3[CH:11]=2)=[CH:23][CH:22]=1. The catalyst class is: 21. (8) Reactant: [NH2:1][C:2]1[CH:3]=[N:4][CH:5]=[CH:6][C:7]=1[CH3:8].N1C=CC=CC=1.[C:15](OC(=O)C)(=[O:17])[CH3:16]. Product: [C:15]([NH:1][C:2]1[CH:3]=[N:4][CH:5]=[CH:6][C:7]=1[CH3:8])(=[O:17])[CH3:16]. The catalyst class is: 4. (9) Reactant: [CH2:1]([C:5]1[N:6]([CH2:18][CH2:19][CH2:20][CH:21]=[O:22])[C:7]2[C:16]3[CH:15]=[CH:14][CH:13]=[CH:12][C:11]=3[N:10]=[CH:9][C:8]=2[N:17]=1)[CH2:2][CH2:3][CH3:4].[C:23]1([Mg]Br)[CH:28]=[CH:27][CH:26]=[CH:25][CH:24]=1. Product: [CH2:1]([C:5]1[N:6]([CH2:18][CH2:19][CH2:20][CH:21]([C:23]2[CH:28]=[CH:27][CH:26]=[CH:25][CH:24]=2)[OH:22])[C:7]2[C:16]3[CH:15]=[CH:14][CH:13]=[CH:12][C:11]=3[N:10]=[CH:9][C:8]=2[N:17]=1)[CH2:2][CH2:3][CH3:4]. The catalyst class is: 7. (10) The catalyst class is: 25. Reactant: [CH3:1][O:2][C:3]([C:5]1[CH:6]=[C:7]([NH:11][C:12]2[C:16]3[CH2:17][N:18](C(OC(C)(C)C)=O)[CH2:19][CH2:20][C:15]=3[NH:14][N:13]=2)[CH:8]=[CH:9][CH:10]=1)=[O:4].[ClH:28].CCOC(C)=O. Product: [ClH:28].[NH:14]1[C:15]2[CH2:20][CH2:19][NH:18][CH2:17][C:16]=2[C:12]([NH:11][C:7]2[CH:6]=[C:5]([CH:10]=[CH:9][CH:8]=2)[C:3]([O:2][CH3:1])=[O:4])=[N:13]1.